From a dataset of Forward reaction prediction with 1.9M reactions from USPTO patents (1976-2016). Predict the product of the given reaction. (1) Given the reactants C(OC([N:8]1[C@@H:12]([C@H:13]([OH:20])[C:14]2[CH:19]=[CH:18][CH:17]=[CH:16][CH:15]=2)[CH2:11][CH2:10][C@H:9]1[CH2:21][C:22]1[CH:30]=[CH:29][C:25]([C:26](O)=[O:27])=[CH:24][CH:23]=1)=O)(C)(C)C.[C:31]1([C:37]2[N:41]=[C:40]([CH2:42][NH2:43])[NH:39][N:38]=2)[CH:36]=[CH:35][CH:34]=[CH:33][CH:32]=1.ON1C2C=CC=CC=2N=N1.CN(C)CCCN=C=NCC.C(N(CC)C(C)C)(C)C, predict the reaction product. The product is: [OH:20][C@H:13]([C:14]1[CH:15]=[CH:16][CH:17]=[CH:18][CH:19]=1)[C@@H:12]1[NH:8][C@H:9]([CH2:21][C:22]2[CH:30]=[CH:29][C:25]([C:26]([NH:43][CH2:42][C:40]3[NH:39][N:38]=[C:37]([C:31]4[CH:32]=[CH:33][CH:34]=[CH:35][CH:36]=4)[N:41]=3)=[O:27])=[CH:24][CH:23]=2)[CH2:10][CH2:11]1. (2) Given the reactants [OH:1][NH:2]/[C:3](=[N:14]\[H])/[C:4]1[CH:9]=[CH:8][C:7]([C:10]([F:13])([F:12])[F:11])=[CH:6][CH:5]=1.[O:16]=[C:17]1[C:22]([C:29]2[CH:34]=[CH:33][CH:32]=[CH:31][CH:30]=2)([C:23]2[CH:28]=[CH:27][CH:26]=[CH:25][CH:24]=2)[CH2:21][CH2:20][CH2:19][N:18]1[CH2:35][C:36](O)=O.Cl.C(N=C=NCCCN(C)C)C, predict the reaction product. The product is: [C:29]1([C:22]2([C:23]3[CH:24]=[CH:25][CH:26]=[CH:27][CH:28]=3)[CH2:21][CH2:20][CH2:19][N:18]([CH2:35][C:36]3[O:1][N:2]=[C:3]([C:4]4[CH:9]=[CH:8][C:7]([C:10]([F:13])([F:12])[F:11])=[CH:6][CH:5]=4)[N:14]=3)[C:17]2=[O:16])[CH:34]=[CH:33][CH:32]=[CH:31][CH:30]=1. (3) Given the reactants [CH2:1]([O:8][C:9]1[CH:10]=[C:11]([CH:14]=[CH:15][C:16]=1[O:17][CH:18]([CH3:20])[CH3:19])[CH:12]=O)[C:2]1[CH:7]=[CH:6][CH:5]=[CH:4][CH:3]=1.C([O-])(=O)C.[NH4+].[N+:26]([CH3:29])([O-:28])=[O:27], predict the reaction product. The product is: [CH2:1]([O:8][C:9]1[CH:10]=[C:11](/[CH:12]=[CH:29]/[N+:26]([O-:28])=[O:27])[CH:14]=[CH:15][C:16]=1[O:17][CH:18]([CH3:20])[CH3:19])[C:2]1[CH:7]=[CH:6][CH:5]=[CH:4][CH:3]=1.